This data is from Full USPTO retrosynthesis dataset with 1.9M reactions from patents (1976-2016). The task is: Predict the reactants needed to synthesize the given product. (1) The reactants are: [NH2:1][C:2]1[C:3]([C:13]2[NH:14][C:15]3[CH:21]=[C:20]([NH:22][CH2:23][CH2:24][N:25]([CH3:27])[CH3:26])[C:19]([F:28])=[CH:18][C:16]=3[N:17]=2)=[N:4][N:5]([CH:7]2[CH2:12][CH2:11][CH2:10][CH2:9][O:8]2)[CH:6]=1.[CH2:29]([N:31]([CH2:35][CH3:36])[C:32](Cl)=[O:33])[CH3:30].C(N(CC)C(C)C)(C)C.O. Given the product [CH3:27][N:25]([CH3:26])[CH2:24][CH2:23][NH:22][C:20]1[C:19]([F:28])=[CH:18][C:16]2[N:17]=[C:13]([C:3]3[C:2]([NH:1][C:32](=[O:33])[N:31]([CH2:35][CH3:36])[CH2:29][CH3:30])=[CH:6][N:5]([CH:7]4[CH2:12][CH2:11][CH2:10][CH2:9][O:8]4)[N:4]=3)[NH:14][C:15]=2[CH:21]=1, predict the reactants needed to synthesize it. (2) Given the product [O:14]=[C:4]1[CH:3]=[C:2]([O:1][S:24]([C:27]2[CH:33]=[CH:32][C:30]([CH3:31])=[CH:29][CH:28]=2)(=[O:26])=[O:25])[CH2:6][N:5]1[C:7]([O:9][C:10]([CH3:11])([CH3:13])[CH3:12])=[O:8], predict the reactants needed to synthesize it. The reactants are: [OH:1][C:2]1[CH2:6][N:5]([C:7]([O:9][C:10]([CH3:13])([CH3:12])[CH3:11])=[O:8])[C:4](=[O:14])[CH:3]=1.CCN(C(C)C)C(C)C.[S:24](Cl)([C:27]1[CH:33]=[CH:32][C:30]([CH3:31])=[CH:29][CH:28]=1)(=[O:26])=[O:25]. (3) Given the product [CH:21]1([N:20]2[C:14]3[CH:13]=[C:12]([NH:11][C:5](=[O:7])[C:4]4[CH:8]=[CH:9][N:10]=[C:2]([CH3:1])[CH:3]=4)[N:17]=[CH:16][C:15]=3[C:18]([CH3:25])([CH3:26])[C:19]2=[O:24])[CH2:23][CH2:22]1, predict the reactants needed to synthesize it. The reactants are: [CH3:1][C:2]1[CH:3]=[C:4]([CH:8]=[CH:9][N:10]=1)[C:5]([OH:7])=O.[NH2:11][C:12]1[N:17]=[CH:16][C:15]2[C:18]([CH3:26])([CH3:25])[C:19](=[O:24])[N:20]([CH:21]3[CH2:23][CH2:22]3)[C:14]=2[CH:13]=1.